From a dataset of M1 muscarinic receptor antagonist screen with 61,756 compounds. Binary Classification. Given a drug SMILES string, predict its activity (active/inactive) in a high-throughput screening assay against a specified biological target. (1) The compound is S(c1n(\N=C\c2ccc(OC)cc2)cnn1)CC=C. The result is 0 (inactive). (2) The molecule is S(=O)(=O)(N1CCN(CC1)Cc1ccccc1)c1c(sc(c1)C)C. The result is 0 (inactive). (3) The drug is s1c(C(=O)n2nc(nc2NCc2occc2)c2ccccc2)ccc1. The result is 0 (inactive). (4) The result is 0 (inactive). The drug is O(C(=O)C1CN(CCC1=O)C)CC.